This data is from Reaction yield outcomes from USPTO patents with 853,638 reactions. The task is: Predict the reaction yield, written as a fraction of the theoretical maximum amount of product (1.0 means a 100% yield; for example, 0.34 means a 34% yield). (1) The reactants are C([C:4]1([C:10]2[C:18]3[C:13](=[CH:14][CH:15]=[C:16]([NH:19][C:20]([C:22]4[CH:27]=[CH:26][C:25]([NH2:28])=[CH:24][CH:23]=4)=[O:21])[CH:17]=3)[NH:12][N:11]=2)[CH:9]=[CH:8][CH:7]=[CH:6][CH2:5]1)(=O)C.Cl. The catalyst is N.CO. The product is [NH2:28][C:25]1[CH:24]=[CH:23][C:22]([C:20]([NH:19][C:16]2[CH:17]=[C:18]3[C:13](=[CH:14][CH:15]=2)[NH:12][N:11]=[C:10]3[C:4]2[CH:5]=[CH:6][CH:7]=[CH:8][CH:9]=2)=[O:21])=[CH:27][CH:26]=1. The yield is 0.920. (2) The reactants are [CH:1]([C:4]1[N:5]=[C:6]([Sn](CCCC)(CCCC)CCCC)[S:7][CH:8]=1)([CH3:3])[CH3:2].Cl[C:23]1[CH:32]=[C:31]([O:33][CH2:34][C:35]2[CH:40]=[CH:39][C:38]([O:41][CH3:42])=[CH:37][CH:36]=2)[C:30]2[C:25](=[C:26]([CH3:45])[CH:27]=[C:28]([O:43][CH3:44])[CH:29]=2)[N:24]=1.C(=O)([O-])[O-].[K+].[K+]. The catalyst is CN(C=O)C. The product is [CH:1]([C:4]1[N:5]=[C:6]([C:23]2[CH:32]=[C:31]([O:33][CH2:34][C:35]3[CH:40]=[CH:39][C:38]([O:41][CH3:42])=[CH:37][CH:36]=3)[C:30]3[C:25](=[C:26]([CH3:45])[CH:27]=[C:28]([O:43][CH3:44])[CH:29]=3)[N:24]=2)[S:7][CH:8]=1)([CH3:2])[CH3:3]. The yield is 0.630.